From a dataset of Forward reaction prediction with 1.9M reactions from USPTO patents (1976-2016). Predict the product of the given reaction. (1) The product is: [CH2:1]([S:3]([N:6]1[CH2:7][CH2:8][CH:9]([C:12]2[C:20]3[C:15](=[C:16]([C:29]([NH2:31])=[O:30])[CH:17]=[C:18]([C:21]4[CH:26]=[CH:25][CH:24]=[C:23]([CH2:27][N:35]5[CH2:36][CH2:37][N:32]([CH2:38][CH2:39][O:40][CH2:41][CH2:42][OH:43])[CH2:33][CH2:34]5)[CH:22]=4)[CH:19]=3)[NH:14][CH:13]=2)[CH2:10][CH2:11]1)(=[O:5])=[O:4])[CH3:2]. Given the reactants [CH2:1]([S:3]([N:6]1[CH2:11][CH2:10][CH:9]([C:12]2[C:20]3[C:15](=[C:16]([C:29]([NH2:31])=[O:30])[CH:17]=[C:18]([C:21]4[CH:26]=[CH:25][CH:24]=[C:23]([CH:27]=O)[CH:22]=4)[CH:19]=3)[NH:14][CH:13]=2)[CH2:8][CH2:7]1)(=[O:5])=[O:4])[CH3:2].[N:32]1([CH2:38][CH2:39][O:40][CH2:41][CH2:42][OH:43])[CH2:37][CH2:36][NH:35][CH2:34][CH2:33]1.[BH-](OC(C)=O)(OC(C)=O)OC(C)=O.[Na+], predict the reaction product. (2) Given the reactants [C:1]([C:3]1[CH:12]=[C:11]2[C:6]([CH2:7][CH2:8][NH:9][CH2:10]2)=[CH:5][CH:4]=1)#[N:2].[C:13](O[C:13]([O:15][C:16]([CH3:19])([CH3:18])[CH3:17])=[O:14])([O:15][C:16]([CH3:19])([CH3:18])[CH3:17])=[O:14], predict the reaction product. The product is: [C:1]([C:3]1[CH:12]=[C:11]2[C:6]([CH2:7][CH2:8][N:9]([C:13]([O:15][C:16]([CH3:19])([CH3:18])[CH3:17])=[O:14])[CH2:10]2)=[CH:5][CH:4]=1)#[N:2]. (3) Given the reactants Br[C:2]1[CH:7]=[CH:6][C:5]([C:8]2([C:11]#[N:12])[CH2:10][CH2:9]2)=[CH:4][CH:3]=1.C([Li])CCC.[CH:18]1([CH:23]=[O:24])[CH2:22][CH2:21][CH2:20][CH2:19]1, predict the reaction product. The product is: [CH:18]1([CH:23]([OH:24])[C:2]2[CH:7]=[CH:6][C:5]([C:8]3([C:11]#[N:12])[CH2:10][CH2:9]3)=[CH:4][CH:3]=2)[CH2:22][CH2:21][CH2:20][CH2:19]1. (4) The product is: [CH3:31][N:32]1[CH2:37][CH2:36][N:35]([C:24]([NH:23][C:19]2[CH:18]=[C:17]([O:16][C:13]3[CH:14]=[N:15][C:10]([NH:9][C:8]([NH:7][C:1](=[O:6])[C:2]([CH3:4])([CH3:5])[CH3:3])=[O:30])=[CH:11][CH:12]=3)[CH:22]=[CH:21][N:20]=2)=[O:29])[CH2:34][CH2:33]1. Given the reactants [C:1]([NH:7][C:8](=[O:30])[NH:9][C:10]1[N:15]=[CH:14][C:13]([O:16][C:17]2[CH:22]=[CH:21][N:20]=[C:19]([NH:23][C:24](=[O:29])OC(C)=C)[CH:18]=2)=[CH:12][CH:11]=1)(=[O:6])[C:2]([CH3:5])([CH3:4])[CH3:3].[CH3:31][N:32]1[CH2:37][CH2:36][NH:35][CH2:34][CH2:33]1.CN1CCCC1, predict the reaction product. (5) The product is: [C:16]([CH2:15][N:7]1[C:8]2[C:13](=[CH:12][CH:11]=[CH:10][CH:9]=2)[CH:14]=[C:6]1[C:4]([OH:5])=[O:3])#[N:17]. Given the reactants C([O:3][C:4]([C:6]1[N:7]([CH2:15][C:16]#[N:17])[C:8]2[C:13]([CH:14]=1)=[CH:12][CH:11]=[CH:10][CH:9]=2)=[O:5])C.O[Li].O, predict the reaction product. (6) Given the reactants Cl.[F:2][C:3]([F:7])([F:6])[CH2:4]N.N([O-])=O.[Na+].[C:12]1([CH3:21])[CH:17]=[CH:16][CH:15]=[CH:14][C:13]=1[CH2:18][CH:19]=[O:20].C([O-])(O)=O.[Na+], predict the reaction product. The product is: [F:2][C:3]([F:7])([F:6])[CH2:4][CH:19]([OH:20])[CH2:18][C:13]1[CH:14]=[CH:15][CH:16]=[CH:17][C:12]=1[CH3:21]. (7) Given the reactants [C:1]([N:4]1[CH2:7][CH:6]([C:8]([NH:10][C:11]2[CH:15]=[C:14]([CH3:16])[N:13]([CH2:17][C:18]3[C:26]4[O:25][C:24]([C:27]5[CH:32]=[CH:31][CH:30]=[CH:29][CH:28]=5)=[CH:23][C:22]=4[CH:21]=[C:20]([Cl:33])[CH:19]=3)[N:12]=2)=[O:9])[CH2:5]1)(=[O:3])[CH3:2].Cl[C:35]1C=C(CN2C(C)=CC(NC(=O)C[C@@H]3CCCN3)=N2)C2OC(C3C=CC=CC=3)=CC=2[CH:49]=1, predict the reaction product. The product is: [C:1]([N:4]1[CH2:5][CH2:49][CH2:35][C@H:7]1[CH2:6][C:8]([NH:10][C:11]1[CH:15]=[C:14]([CH3:16])[N:13]([CH2:17][C:18]2[C:26]3[O:25][C:24]([C:27]4[CH:32]=[CH:31][CH:30]=[CH:29][CH:28]=4)=[CH:23][C:22]=3[CH:21]=[C:20]([Cl:33])[CH:19]=2)[N:12]=1)=[O:9])(=[O:3])[CH3:2]. (8) Given the reactants [Cl:1][C:2]1[CH:3]=[C:4]([CH:8]([NH:11][C:12]([CH:14]2[CH2:19][CH2:18][N:17]([C:20]3[C:25]([Cl:26])=[CH:24][N:23]=[C:22](Cl)[N:21]=3)[CH2:16][CH2:15]2)=[O:13])[CH2:9][OH:10])[CH:5]=[CH:6][CH:7]=1.[NH2:28][C@@H:29]([CH2:32][CH3:33])[CH2:30][OH:31], predict the reaction product. The product is: [Cl:1][C:2]1[CH:3]=[C:4]([CH:8]([NH:11][C:12]([CH:14]2[CH2:19][CH2:18][N:17]([C:20]3[C:25]([Cl:26])=[CH:24][N:23]=[C:22]([NH:28][CH:29]([CH2:30][OH:31])[CH2:32][CH3:33])[N:21]=3)[CH2:16][CH2:15]2)=[O:13])[CH2:9][OH:10])[CH:5]=[CH:6][CH:7]=1. (9) The product is: [C:5]([O:4][CH2:1][C:2]1[C:11]([F:16])=[CH:12][CH:13]=[C:14]([F:15])[C:9]=1[F:8])(=[O:7])[CH3:6]. Given the reactants [C:1]([O:4][C:5](=[O:7])[CH3:6])(=O)[CH3:2].[F:8][C:9]1[C:14]([F:15])=[CH:13][CH:12]=[C:11]([F:16])C=1CO.N1C=CC=CC=1, predict the reaction product.